This data is from Full USPTO retrosynthesis dataset with 1.9M reactions from patents (1976-2016). The task is: Predict the reactants needed to synthesize the given product. Given the product [I:1][C:2]1[CH:3]=[C:4]2[C:8](=[CH:9][CH:10]=1)[NH:7][C:6](=[O:11])[C:5]2=[N:14][NH:13][C:15]([C:17]1[CH:34]=[CH:33][C:20]([C:21]([NH:23][C:24]2[CH:32]=[CH:31][C:27]([C:28]([OH:30])=[O:29])=[CH:26][CH:25]=2)=[O:22])=[CH:19][CH:18]=1)=[O:16], predict the reactants needed to synthesize it. The reactants are: [I:1][C:2]1[CH:3]=[C:4]2[C:8](=[CH:9][CH:10]=1)[NH:7][C:6](=[O:11])[C:5]2=O.[NH:13]([C:15]([C:17]1[CH:34]=[CH:33][C:20]([C:21]([NH:23][C:24]2[CH:32]=[CH:31][C:27]([C:28]([OH:30])=[O:29])=[CH:26][CH:25]=2)=[O:22])=[CH:19][CH:18]=1)=[O:16])[NH2:14].